From a dataset of Forward reaction prediction with 1.9M reactions from USPTO patents (1976-2016). Predict the product of the given reaction. Given the reactants Cl.[NH2:2][CH:3]([C:9]([O:11][CH2:12][CH3:13])=[O:10])[C:4]([O:6][CH2:7][CH3:8])=[O:5].[CH2:14]([N:16](CC)CC)C.C(O[CH2:25][CH3:26])(=O)C.[C:27](=O)([O-])O.[Na+], predict the reaction product. The product is: [C:14]([C:25]([CH3:26])=[CH:27][NH:2][CH:3]([C:4]([O:6][CH2:7][CH3:8])=[O:5])[C:9]([O:11][CH2:12][CH3:13])=[O:10])#[N:16].